From a dataset of NCI-60 drug combinations with 297,098 pairs across 59 cell lines. Regression. Given two drug SMILES strings and cell line genomic features, predict the synergy score measuring deviation from expected non-interaction effect. (1) Drug 1: CS(=O)(=O)C1=CC(=C(C=C1)C(=O)NC2=CC(=C(C=C2)Cl)C3=CC=CC=N3)Cl. Drug 2: C1C(C(OC1N2C=NC3=C2NC=NCC3O)CO)O. Cell line: HCC-2998. Synergy scores: CSS=15.1, Synergy_ZIP=1.13, Synergy_Bliss=4.64, Synergy_Loewe=-0.862, Synergy_HSA=2.45. (2) Drug 1: CC1=C(C(CCC1)(C)C)C=CC(=CC=CC(=CC(=O)O)C)C. Drug 2: CC(C)(C#N)C1=CC(=CC(=C1)CN2C=NC=N2)C(C)(C)C#N. Cell line: MALME-3M. Synergy scores: CSS=12.6, Synergy_ZIP=-3.23, Synergy_Bliss=-0.571, Synergy_Loewe=-2.29, Synergy_HSA=-1.32. (3) Drug 1: C1=CC=C(C(=C1)C(C2=CC=C(C=C2)Cl)C(Cl)Cl)Cl. Drug 2: COC1=C2C(=CC3=C1OC=C3)C=CC(=O)O2. Cell line: NCI-H460. Synergy scores: CSS=-0.922, Synergy_ZIP=0.220, Synergy_Bliss=-0.178, Synergy_Loewe=-1.48, Synergy_HSA=-1.12.